The task is: Predict the reactants needed to synthesize the given product.. This data is from Full USPTO retrosynthesis dataset with 1.9M reactions from patents (1976-2016). (1) Given the product [CH2:8]([CH:7]1[O:12][CH:3]([CH:2]=[CH2:1])[CH2:4][O:5]1)[CH:9]([CH3:11])[CH3:10], predict the reactants needed to synthesize it. The reactants are: [CH2:1](O)[CH:2]=[CH:3][CH2:4][OH:5].[CH:7](=[O:12])[CH2:8][CH:9]([CH3:11])[CH3:10]. (2) Given the product [CH2:31]([C:33]1[S:34][CH:35]=[C:36](/[CH:38]=[CH:39]/[C:40]2[C:41]([O:52][CH2:2][C:3]3[CH:28]=[CH:27][C:6]([O:7][CH2:8][C:9]4[N:10]=[C:11]([C:15]5[CH:20]=[CH:19][C:18]([CH2:21][C:22]([O:24][CH2:25][CH3:26])=[O:23])=[CH:17][CH:16]=5)[O:12][C:13]=4[CH3:14])=[C:5]([O:29][CH3:30])[CH:4]=3)=[N:42][N:43]([C:45]3[CH:50]=[CH:49][CH:48]=[CH:47][C:46]=3[CH3:51])[CH:44]=2)[N:37]=1)[CH3:32], predict the reactants needed to synthesize it. The reactants are: Cl[CH2:2][C:3]1[CH:28]=[CH:27][C:6]([O:7][CH2:8][C:9]2[N:10]=[C:11]([C:15]3[CH:20]=[CH:19][C:18]([CH2:21][C:22]([O:24][CH2:25][CH3:26])=[O:23])=[CH:17][CH:16]=3)[O:12][C:13]=2[CH3:14])=[C:5]([O:29][CH3:30])[CH:4]=1.[CH2:31]([C:33]1[S:34][CH:35]=[C:36](/[CH:38]=[CH:39]/[C:40]2[C:41]([OH:52])=[N:42][N:43]([C:45]3[CH:50]=[CH:49][CH:48]=[CH:47][C:46]=3[CH3:51])[CH:44]=2)[N:37]=1)[CH3:32].C(=O)([O-])[O-].[K+].[K+].CN(C)C=O.